Dataset: Full USPTO retrosynthesis dataset with 1.9M reactions from patents (1976-2016). Task: Predict the reactants needed to synthesize the given product. (1) Given the product [C:28]([O:27][C:24]1[CH:25]=[CH:26][C:21]([CH:20]=[CH:19][C:17]2[CH:18]=[C:13]([OH:12])[CH:14]=[C:15]([F:31])[CH:16]=2)=[CH:22][CH:23]=1)(=[O:30])[CH3:29], predict the reactants needed to synthesize it. The reactants are: B(Br)(Br)Br.C([O:12][C:13]1[CH:14]=[C:15]([F:31])[CH:16]=[C:17]([CH:19]=[CH:20][C:21]2[CH:26]=[CH:25][C:24]([O:27][C:28](=[O:30])[CH3:29])=[CH:23][CH:22]=2)[CH:18]=1)C1C=CC=CC=1.CO. (2) Given the product [Cl:33][C:31]1[C:30]([F:34])=[CH:29][C:27]2[NH:28][C:24]([C:21]3[CH:22]=[CH:23][C:18]([O:17][CH2:16][CH2:15][CH2:14][N:11]4[CH2:10][CH2:9][NH:8][CH2:13][CH2:12]4)=[C:19]([Cl:35])[CH:20]=3)=[N:25][C:26]=2[CH:32]=1, predict the reactants needed to synthesize it. The reactants are: C(OC([N:8]1[CH2:13][CH2:12][N:11]([CH2:14][CH2:15][CH2:16][O:17][C:18]2[CH:23]=[CH:22][C:21]([C:24]3[NH:28][C:27]4[CH:29]=[C:30]([F:34])[C:31]([Cl:33])=[CH:32][C:26]=4[N:25]=3)=[CH:20][C:19]=2[Cl:35])[CH2:10][CH2:9]1)=O)(C)(C)C.C(OC(N1CCN(CCCOC2C=CC(C=O)=CC=2Cl)CC1)=O)(C)(C)C.ClC1C=C(N)C(N)=CC=1F.